Dataset: Forward reaction prediction with 1.9M reactions from USPTO patents (1976-2016). Task: Predict the product of the given reaction. (1) Given the reactants [Cl:1][C:2]1[N:3]=[C:4]([N:13]2[CH2:18][CH2:17][O:16][CH2:15][CH2:14]2)[C:5]2[CH:10]=[C:9]([CH:11]=O)[S:8][C:6]=2[N:7]=1.[N:19]1([CH:25]2[CH2:30][CH2:29][NH:28][CH2:27][CH2:26]2)[CH2:24][CH2:23][CH2:22][CH2:21][CH2:20]1, predict the reaction product. The product is: [Cl:1][C:2]1[N:3]=[C:4]([N:13]2[CH2:18][CH2:17][O:16][CH2:15][CH2:14]2)[C:5]2[CH:10]=[C:9]([CH2:11][N:28]3[CH2:29][CH2:30][CH:25]([N:19]4[CH2:24][CH2:23][CH2:22][CH2:21][CH2:20]4)[CH2:26][CH2:27]3)[S:8][C:6]=2[N:7]=1. (2) Given the reactants [Br:1][C:2]1[CH:3]=[C:4]([C:8]2([C:16]3[CH:21]=[CH:20][C:19]([OH:22])=[CH:18][CH:17]=3)[NH:12][C:11](=[S:13])[N:10]([CH3:14])[C:9]2=[O:15])[CH:5]=[CH:6][CH:7]=1.[CH2:23]([S:26](Cl)(=[O:28])=[O:27])[CH2:24][CH3:25], predict the reaction product. The product is: [CH2:23]([S:26]([O:22][C:19]1[CH:18]=[CH:17][C:16]([C:8]2([C:4]3[CH:5]=[CH:6][CH:7]=[C:2]([Br:1])[CH:3]=3)[C:9](=[O:15])[N:10]([CH3:14])[C:11](=[S:13])[NH:12]2)=[CH:21][CH:20]=1)(=[O:28])=[O:27])[CH2:24][CH3:25]. (3) The product is: [Cl:3][CH2:2][C:6]([C@@H:8]1[CH:13]=[CH:12][C:11]2[CH:14]=[C:15]([F:18])[CH:16]=[CH:17][C:10]=2[O:9]1)=[O:5]. Given the reactants Br[CH2:2][Cl:3].C[O:5][C:6]([C@@H:8]1[CH:13]=[CH:12][C:11]2[CH:14]=[C:15]([F:18])[CH:16]=[CH:17][C:10]=2[O:9]1)=O.[Li]CCCC.CCCCCC, predict the reaction product. (4) Given the reactants [CH3:1][N:2]([C:9]1[CH:14]=[N:13][C:12]([C:15]([F:18])([F:17])[F:16])=[CH:11][N:10]=1)[C@H:3]1[CH2:7][CH2:6][CH2:5][C@@H:4]1[NH2:8].[N:19]1[N:20]([C:24]2[CH:32]=[CH:31][CH:30]=[CH:29][C:25]=2[C:26](O)=[O:27])[N:21]=[CH:22][CH:23]=1.C(Cl)CCl.N1C2C(=NC=CC=2)N(O)N=1.C(N(CC)CC)C, predict the reaction product. The product is: [CH3:1][N:2]([C:9]1[CH:14]=[N:13][C:12]([C:15]([F:18])([F:16])[F:17])=[CH:11][N:10]=1)[C@H:3]1[CH2:7][CH2:6][CH2:5][C@@H:4]1[NH:8][C:26](=[O:27])[C:25]1[CH:29]=[CH:30][CH:31]=[CH:32][C:24]=1[N:20]1[N:21]=[CH:22][CH:23]=[N:19]1. (5) Given the reactants [NH2:1][C:2]1[C:3]2[C:10]([C:11]3[CH:16]=[CH:15][CH:14]=[C:13]([O:17][CH2:18][C:19]45[O:25][CH:22]([CH2:23][CH2:24]4)[CH2:21][CH2:20]5)[CH:12]=3)=[CH:9][N:8]([C@H:26]3[CH2:29][C@H:28]([CH2:30]O)[CH2:27]3)[C:4]=2[N:5]=[CH:6][N:7]=1.[NH:32]1[CH2:39][CH2:38][CH2:37][C@@H:33]1[C:34]([NH2:36])=[O:35], predict the reaction product. The product is: [NH2:1][C:2]1[C:3]2[C:10]([C:11]3[CH:16]=[CH:15][CH:14]=[C:13]([O:17][CH2:18][C:19]45[O:25][CH:22]([CH2:21][CH2:20]4)[CH2:23][CH2:24]5)[CH:12]=3)=[CH:9][N:8]([C@H:26]3[CH2:29][C@H:28]([CH2:30][N:32]4[CH2:39][CH2:38][CH2:37][C@@H:33]4[C:34]([NH2:36])=[O:35])[CH2:27]3)[C:4]=2[N:5]=[CH:6][N:7]=1.